Predict the reactants needed to synthesize the given product. From a dataset of Full USPTO retrosynthesis dataset with 1.9M reactions from patents (1976-2016). (1) Given the product [Br:12][CH2:11][CH2:10][CH2:9][CH2:8][CH2:7][CH2:6][CH2:5][O:4][CH2:1][C:2]#[C:3][C:14]1[CH:15]=[C:16]([S:20]([NH2:23])(=[O:22])=[O:21])[CH:17]=[CH:18][CH:19]=1, predict the reactants needed to synthesize it. The reactants are: [CH2:1]([O:4][CH2:5][CH2:6][CH2:7][CH2:8][CH2:9][CH2:10][CH2:11][Br:12])[C:2]#[CH:3].Br[C:14]1[CH:15]=[C:16]([S:20]([NH2:23])(=[O:22])=[O:21])[CH:17]=[CH:18][CH:19]=1.CCN(CC)CC. (2) Given the product [C:4]([OH:9])(=[O:8])[C@@H:5]([CH3:7])[OH:6].[O:12]=[CH:72][C@@H:71]([C@H:70]([C@@H:69]([C@@H:68]([CH2:1][OH:3])[OH:67])[OH:73])[OH:84])[OH:83], predict the reactants needed to synthesize it. The reactants are: [CH:1]([OH:3])=O.[C:4]([OH:9])(=[O:8])[C:5]([CH3:7])=[O:6].C(O)(=O)[C@@H](C)[OH:12].C([O-])(=O)C(CC([O-])=O)O.N.N[C@H](C(O)=O)CC(O)=O.N[C@H](C(O)=O)CC(=O)O.C1N=C(N)C2N=CN([C@@H:72]3[O:73][C@H:69]([CH2:68][O:67]P(OP([O:67][CH2:68][C@H:69]4[O:73][C@@H:72](N5C=C(C(N)=O)CC=C5)[C@H:71]([OH:83])[C@@H:70]4[OH:84])(O)=O)(O)=O)[C@@H:70]([OH:84])[C@H:71]3[OH:83])C=2N=1. (3) Given the product [OH:9][CH2:10][C:11]1([C:14]#[C:15][Si:16]([CH3:17])([CH3:18])[CH3:19])[O:20][C@@H:8]([OH:7])[CH:13]=[CH:12]1, predict the reactants needed to synthesize it. The reactants are: C(#N)C.C([O:7][C@@H:8]1[CH:13]=[CH:12][C@@:11]([OH:20])([C:14]#[C:15][Si:16]([CH3:19])([CH3:18])[CH3:17])[CH2:10][O:9]1)(=O)C. (4) Given the product [OH:41][CH2:40][CH2:39][CH2:38][CH2:37][NH:36][CH:19]=[C:6]([C:4](=[O:5])[C:3]1[CH:12]=[C:13]([F:18])[C:14]([F:17])=[C:15]([F:16])[C:2]=1[F:1])[C:7]([O:9][CH2:10][CH3:11])=[O:8], predict the reactants needed to synthesize it. The reactants are: [F:1][C:2]1[C:15]([F:16])=[C:14]([F:17])[C:13]([F:18])=[CH:12][C:3]=1[C:4]([CH2:6][C:7]([O:9][CH2:10][CH3:11])=[O:8])=[O:5].[CH3:19]C(OC(C)=O)=O.C(OCC)(OCC)OCC.[NH2:36][CH2:37][CH2:38][CH2:39][CH2:40][OH:41]. (5) Given the product [CH3:1][C:2]1[CH:3]=[C:4]([N:8]2[N:12]=[N:11][C:10]([C@H:13]([OH:15])[CH3:14])=[N:9]2)[CH:5]=[CH:6][CH:7]=1, predict the reactants needed to synthesize it. The reactants are: [CH3:1][C:2]1[CH:3]=[C:4]([N:8]2[N:12]=[N:11][C:10]([C:13](=[O:15])[CH3:14])=[N:9]2)[CH:5]=[CH:6][CH:7]=1.C1N=C(N)C2N=CN([C@@H]3O[C@H](COP(OP(OC[C@H]4O[C@@H](N5C=C(C(N)=O)CC=C5)[C@H](O)[C@@H]4O)(O)=O)(O)=O)[C@@H](O)[C@H]3O)C=2N=1. (6) Given the product [OH:1][NH:2][C:3]([C@H:5]1[C@@H:9]([NH:10][S:11]([C:14]2[CH:19]=[CH:18][C:17]([O:20][CH2:21][C:22]3[C:31]4[C:26](=[CH:27][CH:28]=[CH:29][CH:30]=4)[N:25]=[C:24]([CH3:32])[CH:23]=3)=[CH:16][CH:15]=2)(=[O:13])=[O:12])[CH2:8][NH:7][CH2:6]1)=[O:4], predict the reactants needed to synthesize it. The reactants are: [OH:1][NH:2][C:3]([C@H:5]1[C@@H:9]([NH:10][S:11]([C:14]2[CH:19]=[CH:18][C:17]([O:20][CH2:21][C:22]3[C:31]4[C:26](=[CH:27][CH:28]=[CH:29][CH:30]=4)[N:25]=[C:24]([CH3:32])[CH:23]=3)=[CH:16][CH:15]=2)(=[O:13])=[O:12])[CH2:8][N:7](C(OC(C)(C)C)=O)[CH2:6]1)=[O:4].FC(F)(F)C(O)=O. (7) Given the product [CH2:17]([N:5]1[CH2:6][CH2:7][C@H:8]([NH:9][C:10](=[O:16])[O:11][C:12]([CH3:13])([CH3:15])[CH3:14])[C:4]1=[O:3])[CH3:18], predict the reactants needed to synthesize it. The reactants are: [H-].[Na+].[O:3]=[C:4]1[C@@H:8]([NH:9][C:10](=[O:16])[O:11][C:12]([CH3:15])([CH3:14])[CH3:13])[CH2:7][CH2:6][NH:5]1.[CH2:17](I)[CH3:18]. (8) The reactants are: [CH2:1]([N:8]1[C:13](=[O:14])[C:12]2[C:15]([CH3:18])=[N:16][S:17][C:11]=2[N:10]=[C:9]1[CH2:19][CH2:20][CH3:21])[C:2]1[CH:7]=[CH:6][CH:5]=[CH:4][CH:3]=1.C([O-])(=O)C.[Na+].[Br:27]Br.CCOC(C)=O. Given the product [CH2:1]([N:8]1[C:13](=[O:14])[C:12]2[C:15]([CH3:18])=[N:16][S:17][C:11]=2[N:10]=[C:9]1[CH:19]([Br:27])[CH2:20][CH3:21])[C:2]1[CH:3]=[CH:4][CH:5]=[CH:6][CH:7]=1, predict the reactants needed to synthesize it.